From a dataset of Reaction yield outcomes from USPTO patents with 853,638 reactions. Predict the reaction yield, written as a fraction of the theoretical maximum amount of product (1.0 means a 100% yield; for example, 0.34 means a 34% yield). (1) The reactants are [Cl:1][C:2]1[CH:7]=[CH:6][C:5]([Mg]I)=[CH:4][CH:3]=1.[CH3:10][O:11][C:12](=[O:30])[CH:13]1[CH2:18][CH2:17][CH2:16][CH2:15][N:14]1[CH2:19][CH2:20][C:21]([C:23]1[CH:28]=[CH:27][C:26]([F:29])=[CH:25][CH:24]=1)=[O:22]. The catalyst is C(OCC)C. The product is [CH3:10][O:11][C:12](=[O:30])[CH:13]1[CH2:18][CH2:17][CH2:16][CH2:15][N:14]1[CH2:19][CH2:20][C:21]([C:5]1[CH:6]=[CH:7][C:2]([Cl:1])=[CH:3][CH:4]=1)([C:23]1[CH:24]=[CH:25][C:26]([F:29])=[CH:27][CH:28]=1)[OH:22]. The yield is 0.0450. (2) The reactants are [C:1]([NH:4][C:5]1[N:10]=[CH:9][C:8]([NH:11][C:12](=[O:14])[O-])=[CH:7][CH:6]=1)(=[O:3])[CH3:2].[F:15][C:16]1[CH:21]=[CH:20][C:19]([C:22]2[N:23]=[C:24]([CH:27]3[CH2:32][CH2:31][NH:30][CH2:29][CH2:28]3)[S:25][CH:26]=2)=[CH:18][CH:17]=1.C(N(C(C)C)CC)(C)C.O. The catalyst is CS(C)=O. The product is [C:1]([NH:4][C:5]1[N:10]=[CH:9][C:8]([NH:11][C:12]([N:30]2[CH2:29][CH2:28][CH:27]([C:24]3[S:25][CH:26]=[C:22]([C:19]4[CH:18]=[CH:17][C:16]([F:15])=[CH:21][CH:20]=4)[N:23]=3)[CH2:32][CH2:31]2)=[O:14])=[CH:7][CH:6]=1)(=[O:3])[CH3:2]. The yield is 0.576.